From a dataset of Reaction yield outcomes from USPTO patents with 853,638 reactions. Predict the reaction yield, written as a fraction of the theoretical maximum amount of product (1.0 means a 100% yield; for example, 0.34 means a 34% yield). (1) The reactants are [C:1](Cl)(=[O:3])C.[CH2:5]([N:12]1[C:18](=[O:19])[C:17]2[C:20]([Br:32])=[C:21]([CH:24]([O:27][Si](C)(C)C)[C:25]#N)[CH:22]=[CH:23][C:16]=2[O:15][CH2:14][CH2:13]1)[C:6]1[CH:11]=[CH:10][CH:9]=[CH:8][CH:7]=1.C[OH:34]. The catalyst is ClCCl. The product is [CH2:5]([N:12]1[C:18](=[O:19])[C:17]2[C:20]([Br:32])=[C:21]([CH:24]([OH:27])[C:25]([O:3][CH3:1])=[O:34])[CH:22]=[CH:23][C:16]=2[O:15][CH2:14][CH2:13]1)[C:6]1[CH:11]=[CH:10][CH:9]=[CH:8][CH:7]=1. The yield is 0.430. (2) The reactants are [CH3:1][CH:2]([CH3:28])[CH2:3][C@H:4]([NH:21][S@](C(C)(C)C)=O)[C:5]1[CH:6]=[N:7][C:8]([C:11]2[CH:16]=[CH:15][C:14]([C:17]([F:20])([F:19])[F:18])=[CH:13][CH:12]=2)=[N:9][CH:10]=1.[ClH:29].CCOCC. The catalyst is CO. The product is [ClH:29].[CH3:1][CH:2]([CH3:28])[CH2:3][C@H:4]([NH2:21])[C:5]1[CH:6]=[N:7][C:8]([C:11]2[CH:16]=[CH:15][C:14]([C:17]([F:20])([F:19])[F:18])=[CH:13][CH:12]=2)=[N:9][CH:10]=1. The yield is 0.970. (3) The reactants are [CH2:1]([OH:4])[CH2:2][OH:3].[H-].[Na+].[Cl:7][C:8]1[N:9]=[N:10][C:11]([Cl:15])=[CH:12][C:13]=1Cl.BrC1C(Cl)=C(Cl)N=NC=1. The catalyst is O1CCCC1. The product is [Cl:7][C:8]1[N:9]=[N:10][C:11]([Cl:15])=[CH:12][C:13]=1[O:3][CH2:2][CH2:1][OH:4]. The yield is 0.830. (4) The reactants are [CH3:1][N:2]([CH3:46])[CH:3]1[CH2:6][N:5]([CH:7]2[CH2:12][CH2:11][N:10]([C:13]([NH:15][C:16]3[CH:21]=[C:20]([O:22][C:23]4[CH:28]=[CH:27][C:26]([NH:29][C:30]([C:32]5([C:35]([NH:37][C:38]6[CH:43]=[CH:42][C:41]([F:44])=[CH:40][CH:39]=6)=[O:36])[CH2:34][CH2:33]5)=[O:31])=[C:25]([F:45])[CH:24]=4)[CH:19]=[CH:18][N:17]=3)=[O:14])[CH2:9][CH2:8]2)[CH2:4]1.[ClH:47].O. The catalyst is CC(C)=O. The product is [ClH:47].[CH3:1][N:2]([CH3:46])[CH:3]1[CH2:6][N:5]([CH:7]2[CH2:12][CH2:11][N:10]([C:13]([NH:15][C:16]3[CH:21]=[C:20]([O:22][C:23]4[CH:28]=[CH:27][C:26]([NH:29][C:30]([C:32]5([C:35]([NH:37][C:38]6[CH:43]=[CH:42][C:41]([F:44])=[CH:40][CH:39]=6)=[O:36])[CH2:34][CH2:33]5)=[O:31])=[C:25]([F:45])[CH:24]=4)[CH:19]=[CH:18][N:17]=3)=[O:14])[CH2:9][CH2:8]2)[CH2:4]1. The yield is 0.960. (5) The reactants are Br[C:2]1[CH:3]=[N:4][N:5]([CH3:17])[C:6]=1[C:7]1[CH:8]=[C:9]([C:13]([O:15][CH3:16])=[O:14])[S:10][C:11]=1[CH3:12].C(=O)([O-])[O-].[K+].[K+].[CH3:24][C:25]1(C)[C:29](C)(C)OB(C(C)=C)O1. The catalyst is O1CCOCC1.O.CC(C)([P](C(C)(C)C)([Pd][P](C(C)(C)C)(C(C)(C)C)C(C)(C)C)C(C)(C)C)C. The product is [CH3:12][C:11]1[S:10][C:9]([C:13]([O:15][CH3:16])=[O:14])=[CH:8][C:7]=1[C:6]1[N:5]([CH3:17])[N:4]=[CH:3][C:2]=1[C:25]([CH3:29])=[CH2:24]. The yield is 0.610. (6) The reactants are I[C:2]1[CH:3]=[N:4][N:5]([CH:7]2[CH2:12][CH2:11][CH2:10][CH2:9][O:8]2)[CH:6]=1.CN(C)CCN(C)C.C([Li])(C)(C)C.[F:26][C:27]1([F:34])[CH2:32][CH2:31][C:30](=[O:33])[CH2:29][CH2:28]1. The catalyst is C1COCC1. The product is [F:26][C:27]1([F:34])[CH2:32][CH2:31][C:30]([C:2]2[CH:3]=[N:4][N:5]([CH:7]3[CH2:12][CH2:11][CH2:10][CH2:9][O:8]3)[CH:6]=2)([OH:33])[CH2:29][CH2:28]1. The yield is 0.110. (7) The reactants are [CH3:1][CH:2]([CH3:10])[C:3]([C:5]1[S:6][CH:7]=[CH:8][CH:9]=1)=[O:4].[Cl-].[Al+3].[Cl-].[Cl-].[Br:15]Br. The catalyst is C(Cl)(Cl)Cl. The product is [Br:15][C:8]1[CH:9]=[C:5]([C:3](=[O:4])[CH:2]([CH3:10])[CH3:1])[S:6][CH:7]=1. The yield is 0.400. (8) The reactants are Cl[C:2]1[CH:7]=[CH:6][C:5]([C:8]2[N:12]([CH3:13])[N:11]=[C:10]([C:14]([F:17])([F:16])[F:15])[CH:9]=2)=[CH:4][CH:3]=1.[B:18]1([B:18]2[O:22][C:21]([CH3:24])([CH3:23])[C:20]([CH3:26])([CH3:25])[O:19]2)[O:22][C:21]([CH3:24])([CH3:23])[C:20]([CH3:26])([CH3:25])[O:19]1.CC(C1C=C(C(C)C)C(C2C=CC=CC=2P(C2CCCCC2)C2CCCCC2)=C(C(C)C)C=1)C.C([O-])(=O)C.[K+]. The catalyst is O1CCOCC1.C1C=CC(/C=C/C(/C=C/C2C=CC=CC=2)=O)=CC=1.C1C=CC(/C=C/C(/C=C/C2C=CC=CC=2)=O)=CC=1.C1C=CC(/C=C/C(/C=C/C2C=CC=CC=2)=O)=CC=1.[Pd].[Pd]. The product is [CH3:13][N:12]1[C:8]([C:5]2[CH:6]=[CH:7][C:2]([B:18]3[O:22][C:21]([CH3:24])([CH3:23])[C:20]([CH3:26])([CH3:25])[O:19]3)=[CH:3][CH:4]=2)=[CH:9][C:10]([C:14]([F:17])([F:16])[F:15])=[N:11]1. The yield is 0.830. (9) The reactants are C(OC(=O)[N:7]([CH2:33][CH2:34][CH3:35])[C@H:8]1[CH2:17][CH2:16][C:15]2[C:10](=[CH:11][CH:12]=[C:13]([NH:18][S:19]([C:22]3[CH:27]=[CH:26][C:25]([CH2:28][C:29]([F:32])([F:31])[F:30])=[CH:24][CH:23]=3)(=[O:21])=[O:20])[CH:14]=2)[CH2:9]1)(C)(C)C.FC(F)(F)C(O)=O.[Cl:44]CCl. No catalyst specified. The product is [ClH:44].[CH2:33]([NH:7][C@H:8]1[CH2:17][CH2:16][C:15]2[CH:14]=[C:13]([NH:18][S:19]([C:22]3[CH:23]=[CH:24][C:25]([CH2:28][C:29]([F:32])([F:30])[F:31])=[CH:26][CH:27]=3)(=[O:21])=[O:20])[CH:12]=[CH:11][C:10]=2[CH2:9]1)[CH2:34][CH3:35]. The yield is 0.650. (10) The reactants are [CH3:1][S:2]([N:5]1[CH2:8][CH:7]([CH:9]([NH:11][C:12]([C:14]2[C:22]3[C:17](=[N:18][CH:19]=[C:20]([C:23]4[C:31]5[C:26](=[CH:27][C:28]([Cl:32])=[CH:29][CH:30]=5)[N:25]([CH3:33])[N:24]=4)[N:21]=3)[N:16](COCC[Si](C)(C)C)[CH:15]=2)=[O:13])[CH3:10])[CH2:6]1)(=[O:4])=[O:3].C(O)(C(F)(F)F)=O.C(N)CN. The catalyst is C(Cl)Cl. The product is [CH3:1][S:2]([N:5]1[CH2:6][CH:7]([CH:9]([NH:11][C:12]([C:14]2[C:22]3[C:17](=[N:18][CH:19]=[C:20]([C:23]4[C:31]5[C:26](=[CH:27][C:28]([Cl:32])=[CH:29][CH:30]=5)[N:25]([CH3:33])[N:24]=4)[N:21]=3)[NH:16][CH:15]=2)=[O:13])[CH3:10])[CH2:8]1)(=[O:3])=[O:4]. The yield is 0.630.